Dataset: Forward reaction prediction with 1.9M reactions from USPTO patents (1976-2016). Task: Predict the product of the given reaction. (1) Given the reactants [F:1][C:2]1[CH:7]=[CH:6][C:5]([CH:8]2[C:17]([CH3:19])([CH3:18])[CH2:16][C:15]3[C:10](=[CH:11][CH:12]=[C:13]([C:20]([O:22][CH3:23])=[O:21])[CH:14]=3)[NH:9]2)=[CH:4][C:3]=1[N+:24]([O-])=O.[CH:27]1([C:30](O)=[O:31])[CH2:29][CH2:28]1.C(N(CC)C(C)C)(C)C.P(Cl)(Cl)(Cl)=O, predict the reaction product. The product is: [CH:27]1([C:30]([NH:24][C:3]2[CH:4]=[C:5]([CH:8]3[C:17]([CH3:19])([CH3:18])[CH2:16][C:15]4[C:10](=[CH:11][CH:12]=[C:13]([C:20]([O:22][CH3:23])=[O:21])[CH:14]=4)[NH:9]3)[CH:6]=[CH:7][C:2]=2[F:1])=[O:31])[CH2:29][CH2:28]1. (2) Given the reactants [NH:1]1[C:6]2[CH:7]=[CH:8][CH:9]=[CH:10][C:5]=2[CH:4]=[CH:3][S:2]1(=[O:12])=[O:11], predict the reaction product. The product is: [NH:1]1[C:6]2[CH:7]=[CH:8][CH:9]=[CH:10][C:5]=2[CH2:4][CH2:3][S:2]1(=[O:11])=[O:12]. (3) Given the reactants [CH2:1]([O:3][C:4](=[O:24])[CH2:5][O:6][C:7]1[CH:12]=[CH:11][CH:10]=[C:9]([NH:13][C:14](=[O:23])[C:15]2[CH:20]=[C:19](Br)[CH:18]=[CH:17][C:16]=2[F:22])[CH:8]=1)[CH3:2].[F:25][C:26]1[CH:27]=[C:28](B(O)O)[CH:29]=[CH:30][CH:31]=1, predict the reaction product. The product is: [CH2:1]([O:3][C:4](=[O:24])[CH2:5][O:6][C:7]1[CH:12]=[CH:11][CH:10]=[C:9]([NH:13][C:14]([C:15]2[CH:20]=[C:19]([C:30]3[CH:29]=[CH:28][CH:27]=[C:26]([F:25])[CH:31]=3)[CH:18]=[CH:17][C:16]=2[F:22])=[O:23])[CH:8]=1)[CH3:2]. (4) Given the reactants [Cl:1][C:2]1[N:7]=[CH:6][C:5]([C:8]([N:10]2[CH2:15][CH2:14][N:13]([S:16]([C:19]3[CH:24]=[CH:23][C:22]([C:25]([F:28])([F:27])[F:26])=[CH:21][CH:20]=3)(=[O:18])=[O:17])[CH2:12][C@@H:11]2[CH3:29])=[O:9])=[CH:4][CH:3]=1.[CH3:30][NH:31][CH3:32].CO, predict the reaction product. The product is: [ClH:1].[CH3:30][N:31]([CH3:32])[C:2]1[CH:3]=[CH:4][C:5]([C:8]([N:10]2[CH2:15][CH2:14][N:13]([S:16]([C:19]3[CH:24]=[CH:23][C:22]([C:25]([F:28])([F:27])[F:26])=[CH:21][CH:20]=3)(=[O:18])=[O:17])[CH2:12][C@@H:11]2[CH3:29])=[O:9])=[CH:6][N:7]=1.